From a dataset of Full USPTO retrosynthesis dataset with 1.9M reactions from patents (1976-2016). Predict the reactants needed to synthesize the given product. (1) Given the product [CH2:1]([O:8][C:9]1[N:10]=[N:11][C:12]([C:23]#[C:24][C:25]2[CH:30]=[CH:29][CH:28]=[C:27]([F:62])[CH:26]=2)=[CH:13][C:14]=1[O:15][CH2:16][C:17]1[CH:18]=[CH:19][CH:20]=[CH:21][CH:22]=1)[C:2]1[CH:3]=[CH:4][CH:5]=[CH:6][CH:7]=1, predict the reactants needed to synthesize it. The reactants are: [CH2:1]([O:8][C:9]1[N:10]=[N:11][C:12]([C:23]#[C:24][C:25]2[CH:30]=[CH:29][CH:28]=[CH:27][CH:26]=2)=[CH:13][C:14]=1[O:15][CH2:16][C:17]1[CH:22]=[CH:21][CH:20]=[CH:19][CH:18]=1)[C:2]1[CH:7]=[CH:6][CH:5]=[CH:4][CH:3]=1.C(OC1N=NC(Cl)=CC=1OCC1C=CC=CC=1)C1C=CC=CC=1.C(C1C=CC=C([F:62])C=1)#C. (2) Given the product [Cl:1][C:2]1[N:10]=[C:9]2[C:5]([N:6]=[C:7]([CH2:13][N:14]3[CH2:15][CH2:16][N:17]([CH:20]4[CH2:24][CH2:37][O:32][CH2:33][CH2:25]4)[CH2:18][CH2:19]3)[N:8]2[CH2:11][CH3:12])=[C:4]([N:26]2[CH2:27][CH2:28][O:29][CH2:30][CH2:31]2)[N:3]=1, predict the reactants needed to synthesize it. The reactants are: [Cl:1][C:2]1[N:10]=[C:9]2[C:5]([N:6]=[C:7]([CH2:13][N:14]3[CH2:19][CH2:18][N:17]([C:20]([CH3:25])([CH3:24])C(N)=O)[CH2:16][CH2:15]3)[N:8]2[CH2:11][CH3:12])=[C:4]([N:26]2[CH2:31][CH2:30][O:29][CH2:28][CH2:27]2)[N:3]=1.[O:32]1[CH2:37]CC(N2CCNCC2)C[CH2:33]1. (3) The reactants are: [Br:1][C:2]1[CH:7]=[CH:6][C:5]([C:8]2[N:9]([CH2:14][C@@H:15]3[CH2:19][CH2:18][NH:17][CH2:16]3)[C:10](=[O:13])[NH:11][N:12]=2)=[CH:4][CH:3]=1.[CH3:20][C:21]([O:24][C:25](O[C:25]([O:24][C:21]([CH3:23])([CH3:22])[CH3:20])=[O:26])=[O:26])([CH3:23])[CH3:22].CCN(C(C)C)C(C)C. Given the product [Br:1][C:2]1[CH:7]=[CH:6][C:5]([C:8]2[N:9]([CH2:14][C@@H:15]3[CH2:19][CH2:18][N:17]([C:25]([O:24][C:21]([CH3:23])([CH3:22])[CH3:20])=[O:26])[CH2:16]3)[C:10](=[O:13])[NH:11][N:12]=2)=[CH:4][CH:3]=1, predict the reactants needed to synthesize it. (4) Given the product [C:1]([N:8]1[CH2:12][C@@H:11]([N:13]([CH:20]2[CH2:25][CH2:24][C:23]([CH3:27])([CH3:26])[CH2:22][CH2:21]2)[C:14](=[O:19])[C:15]([CH3:17])([CH3:18])[CH3:16])[CH2:10][C@H:9]1[CH2:28][OH:29])([O:3][C:4]([CH3:5])([CH3:6])[CH3:7])=[O:2], predict the reactants needed to synthesize it. The reactants are: [C:1]([N:8]1[CH2:12][C@@H:11]([N:13]([CH:20]2[CH2:25][CH2:24][C:23]([CH3:27])([CH3:26])[CH2:22][CH2:21]2)[C:14](=[O:19])[C:15]([CH3:18])([CH3:17])[CH3:16])[CH2:10][C@@:9]1(C)[C:28]([O-])=[O:29])([O:3][C:4]([CH3:7])([CH3:6])[CH3:5])=[O:2]. (5) Given the product [CH2:23]([O:30][C:31]1[CH:36]=[C:35]([O:12][CH2:11][CH2:10][CH2:9][C:8]2[C:4]([O:3][CH2:1][CH3:2])=[N:5][N:6]([C:13]3[CH:18]=[CH:17][C:16]([C:19]([F:21])([F:20])[F:22])=[CH:15][N:14]=3)[CH:7]=2)[CH:34]=[CH:33][C:32]=1[CH2:38][CH2:39][C:40]([O:42][CH2:43][CH3:44])=[O:41])[C:24]1[CH:25]=[CH:26][CH:27]=[CH:28][CH:29]=1, predict the reactants needed to synthesize it. The reactants are: [CH2:1]([O:3][C:4]1[C:8]([CH2:9][CH2:10][CH2:11][OH:12])=[CH:7][N:6]([C:13]2[CH:18]=[CH:17][C:16]([C:19]([F:22])([F:21])[F:20])=[CH:15][N:14]=2)[N:5]=1)[CH3:2].[CH2:23]([O:30][C:31]1[CH:36]=[C:35](O)[CH:34]=[CH:33][C:32]=1[CH2:38][CH2:39][C:40]([O:42][CH2:43][CH3:44])=[O:41])[C:24]1[CH:29]=[CH:28][CH:27]=[CH:26][CH:25]=1.C(P(CCCC)CCCC)CCC.N(C(N1CCCCC1)=O)=NC(N1CCCCC1)=O.